From a dataset of Forward reaction prediction with 1.9M reactions from USPTO patents (1976-2016). Predict the product of the given reaction. (1) Given the reactants [Cl-].[CH3:2][O:3][CH2:4][P+](C1C=CC=CC=1)(C1C=CC=CC=1)C1C=CC=CC=1.CC(C)([O-])C.[K+].[F:30][C:31]([F:53])([F:52])[CH2:32][CH2:33][C:34]([C:36]1[CH:37]=[N:38][C:39]([C:42]2[CH:47]=[CH:46][C:45]([C:48]([F:51])([F:50])[F:49])=[CH:44][CH:43]=2)=[CH:40][CH:41]=1)=O, predict the reaction product. The product is: [F:30][C:31]([F:53])([F:52])[CH2:32][CH2:33][C:34]([C:36]1[CH:41]=[CH:40][C:39]([C:42]2[CH:47]=[CH:46][C:45]([C:48]([F:51])([F:50])[F:49])=[CH:44][CH:43]=2)=[N:38][CH:37]=1)=[CH:2][O:3][CH3:4]. (2) Given the reactants [CH2:1]([O:3][C:4](=[O:17])[CH:5]([O:15][CH3:16])[CH2:6][C:7]1[CH:12]=[CH:11][C:10]([OH:13])=[C:9]([Cl:14])[CH:8]=1)[CH3:2].C([O-])([O-])=O.[K+].[K+].O.Br[CH2:26][CH2:27][CH2:28][O:29][C:30]1[CH:35]=[CH:34][C:33]([C:36]2[CH:41]=[CH:40][CH:39]=[CH:38][CH:37]=2)=[CH:32][CH:31]=1, predict the reaction product. The product is: [CH2:1]([O:3][C:4](=[O:17])[CH:5]([O:15][CH3:16])[CH2:6][C:7]1[CH:12]=[CH:11][C:10]([O:13][CH2:26][CH2:27][CH2:28][O:29][C:30]2[CH:35]=[CH:34][C:33]([C:36]3[CH:41]=[CH:40][CH:39]=[CH:38][CH:37]=3)=[CH:32][CH:31]=2)=[C:9]([Cl:14])[CH:8]=1)[CH3:2]. (3) Given the reactants [Br:1][C:2]1[CH:7]=[CH:6][C:5]([CH2:8]Br)=[CH:4][N:3]=1.[CH3:10][O-:11].[Na+], predict the reaction product. The product is: [Br:1][C:2]1[CH:7]=[CH:6][C:5]([CH2:8][O:11][CH3:10])=[CH:4][N:3]=1. (4) Given the reactants F[C:2]1[N:7]=[CH:6][C:5]([C:8]2[N:12]3[CH:13]=[CH:14][CH:15]=[CH:16][C:11]3=[N:10][C:9]=2[C:17]([O:19][CH2:20][CH3:21])=[O:18])=[CH:4][CH:3]=1.[CH3:22][N:23]([CH3:28])[CH2:24][CH2:25][NH:26][CH3:27], predict the reaction product. The product is: [NH3:7].[CH3:17][OH:18].[CH3:22][N:23]([CH3:28])[CH2:24][CH2:25][N:26]([CH3:27])[C:2]1[N:7]=[CH:6][C:5]([C:8]2[N:12]3[CH:13]=[CH:14][CH:15]=[CH:16][C:11]3=[N:10][C:9]=2[C:17]([O:19][CH2:20][CH3:21])=[O:18])=[CH:4][CH:3]=1. (5) Given the reactants [Br:1][C:2]1[CH:3]=[C:4](Br)[C:5]2[N:6]([C:8]([I:11])=[CH:9][N:10]=2)[N:7]=1.[CH3:13][S-:14].[Na+].O, predict the reaction product. The product is: [Br:1][C:2]1[CH:3]=[C:4]([S:14][CH3:13])[C:5]2[N:6]([C:8]([I:11])=[CH:9][N:10]=2)[N:7]=1.